Dataset: Catalyst prediction with 721,799 reactions and 888 catalyst types from USPTO. Task: Predict which catalyst facilitates the given reaction. Reactant: Cl[C:2]1[C:11]2[C:6](=[CH:7][CH:8]=[CH:9][CH:10]=2)[N:5]=[C:4]([N:12]2[CH2:17][CH2:16][N:15]([C:18]([NH:20][C:21]3[CH:26]=[CH:25][CH:24]=[C:23]([F:27])[CH:22]=3)=[O:19])[CH2:14][CH:13]2[CH:28]([CH3:30])[CH3:29])[N:3]=1.[CH2:31]1[CH2:35][O:34]CC1. Product: [C:35]([OH:19])(=[O:34])[CH3:31].[C:35]([OH:19])(=[O:34])[CH3:31].[N:5]1[C:6]2[C:11](=[CH:10][CH:9]=[CH:8][CH:7]=2)[CH2:2][NH:3][C:4]=1[N:12]1[CH2:17][CH2:16][N:15]([C:18]([NH:20][C:21]2[CH:26]=[CH:25][CH:24]=[C:23]([F:27])[CH:22]=2)=[O:19])[CH2:14][CH:13]1[CH:28]([CH3:30])[CH3:29]. The catalyst class is: 45.